This data is from NCI-60 drug combinations with 297,098 pairs across 59 cell lines. The task is: Regression. Given two drug SMILES strings and cell line genomic features, predict the synergy score measuring deviation from expected non-interaction effect. (1) Drug 1: C1=NC2=C(N=C(N=C2N1C3C(C(C(O3)CO)O)O)F)N. Drug 2: CN1C(=O)N2C=NC(=C2N=N1)C(=O)N. Cell line: SNB-19. Synergy scores: CSS=3.25, Synergy_ZIP=-2.42, Synergy_Bliss=4.34, Synergy_Loewe=-3.56, Synergy_HSA=0.485. (2) Drug 1: C1=NNC2=C1C(=O)NC=N2. Drug 2: C1CC(=O)NC(=O)C1N2C(=O)C3=CC=CC=C3C2=O. Cell line: SK-MEL-5. Synergy scores: CSS=-1.67, Synergy_ZIP=0.894, Synergy_Bliss=-0.777, Synergy_Loewe=0.432, Synergy_HSA=-1.85. (3) Drug 1: C1CCN(CC1)CCOC2=CC=C(C=C2)C(=O)C3=C(SC4=C3C=CC(=C4)O)C5=CC=C(C=C5)O. Drug 2: C1C(C(OC1N2C=NC3=C(N=C(N=C32)Cl)N)CO)O. Cell line: NCI/ADR-RES. Synergy scores: CSS=34.6, Synergy_ZIP=-7.20, Synergy_Bliss=-1.53, Synergy_Loewe=-38.8, Synergy_HSA=-4.15. (4) Drug 1: CCC(=C(C1=CC=CC=C1)C2=CC=C(C=C2)OCCN(C)C)C3=CC=CC=C3.C(C(=O)O)C(CC(=O)O)(C(=O)O)O. Drug 2: CC1=C2C(C(=O)C3(C(CC4C(C3C(C(C2(C)C)(CC1OC(=O)C(C(C5=CC=CC=C5)NC(=O)OC(C)(C)C)O)O)OC(=O)C6=CC=CC=C6)(CO4)OC(=O)C)O)C)O. Cell line: 786-0. Synergy scores: CSS=-0.599, Synergy_ZIP=2.63, Synergy_Bliss=4.90, Synergy_Loewe=1.37, Synergy_HSA=2.23. (5) Drug 1: C1=NC2=C(N=C(N=C2N1C3C(C(C(O3)CO)O)F)Cl)N. Cell line: CAKI-1. Drug 2: CNC(=O)C1=NC=CC(=C1)OC2=CC=C(C=C2)NC(=O)NC3=CC(=C(C=C3)Cl)C(F)(F)F. Synergy scores: CSS=26.5, Synergy_ZIP=-9.82, Synergy_Bliss=-6.08, Synergy_Loewe=-77.8, Synergy_HSA=-3.16. (6) Drug 1: CC1=C(C=C(C=C1)C(=O)NC2=CC(=CC(=C2)C(F)(F)F)N3C=C(N=C3)C)NC4=NC=CC(=N4)C5=CN=CC=C5. Drug 2: C1=NNC2=C1C(=O)NC=N2. Cell line: ACHN. Synergy scores: CSS=-5.85, Synergy_ZIP=1.46, Synergy_Bliss=-0.173, Synergy_Loewe=-2.12, Synergy_HSA=-3.46.